Dataset: NCI-60 drug combinations with 297,098 pairs across 59 cell lines. Task: Regression. Given two drug SMILES strings and cell line genomic features, predict the synergy score measuring deviation from expected non-interaction effect. (1) Drug 1: C1=C(C(=O)NC(=O)N1)F. Drug 2: CN1C(=O)N2C=NC(=C2N=N1)C(=O)N. Cell line: NCI/ADR-RES. Synergy scores: CSS=32.4, Synergy_ZIP=1.52, Synergy_Bliss=-1.61, Synergy_Loewe=-9.98, Synergy_HSA=-5.20. (2) Synergy scores: CSS=24.0, Synergy_ZIP=-5.12, Synergy_Bliss=-2.11, Synergy_Loewe=-39.9, Synergy_HSA=-5.07. Drug 1: CC1C(C(=O)NC(C(=O)N2CCCC2C(=O)N(CC(=O)N(C(C(=O)O1)C(C)C)C)C)C(C)C)NC(=O)C3=C4C(=C(C=C3)C)OC5=C(C(=O)C(=C(C5=N4)C(=O)NC6C(OC(=O)C(N(C(=O)CN(C(=O)C7CCCN7C(=O)C(NC6=O)C(C)C)C)C)C(C)C)C)N)C. Cell line: KM12. Drug 2: CS(=O)(=O)OCCCCOS(=O)(=O)C.